From a dataset of Full USPTO retrosynthesis dataset with 1.9M reactions from patents (1976-2016). Predict the reactants needed to synthesize the given product. (1) Given the product [Cl:1][C:2]1[CH:3]=[C:4]2[C:9](=[CH:10][C:11]=1[C:12]([N:14]1[CH2:15][CH2:16][CH2:17][CH2:18]1)=[O:13])[N:8]=[CH:7][N:6]=[C:5]2[NH:19][CH:20]([C:26]1[NH:30][C:29]2[CH:38]=[CH:39][C:40]([Cl:42])=[CH:41][C:28]=2[N:27]=1)[CH2:21][CH2:22][C:23]([NH:48][CH:43]1[CH2:47][CH2:46][CH2:45][CH2:44]1)=[O:25], predict the reactants needed to synthesize it. The reactants are: [Cl:1][C:2]1[CH:3]=[C:4]2[C:9](=[CH:10][C:11]=1[C:12]([N:14]1[CH2:18][CH2:17][CH2:16][CH2:15]1)=[O:13])[N:8]=[CH:7][N:6]=[C:5]2[NH:19][CH:20]([C:26]1[N:30](C(OC(C)(C)C)=O)[C:29]2[CH:38]=[CH:39][C:40]([Cl:42])=[CH:41][C:28]=2[N:27]=1)[CH2:21][CH2:22][C:23]([OH:25])=O.[CH:43]1([NH2:48])[CH2:47][CH2:46][CH2:45][CH2:44]1.CN(C(ON1N=NC2C=CC=CC1=2)=[N+](C)C)C.[B-](F)(F)(F)F.FC(F)(F)C(O)=O. (2) Given the product [CH2:1]([O:8][N:9]1[C:15](=[O:16])[N:14]2[CH2:17][C@H:10]1[CH2:11][CH2:12][C@H:13]2[C:18]([NH:21][O:22][CH2:23][CH:24]1[CH2:27][N:26]([C:28]([O:30][C:31]([CH3:34])([CH3:33])[CH3:32])=[O:29])[CH2:25]1)=[O:20])[C:2]1[CH:3]=[CH:4][CH:5]=[CH:6][CH:7]=1, predict the reactants needed to synthesize it. The reactants are: [CH2:1]([O:8][N:9]1[C:15](=[O:16])[N:14]2[CH2:17][C@H:10]1[CH2:11][CH2:12][C@H:13]2[C:18]([OH:20])=O)[C:2]1[CH:7]=[CH:6][CH:5]=[CH:4][CH:3]=1.[NH2:21][O:22][CH2:23][CH:24]1[CH2:27][N:26]([C:28]([O:30][C:31]([CH3:34])([CH3:33])[CH3:32])=[O:29])[CH2:25]1. (3) Given the product [CH2:1]([C:5]12[CH2:17][CH2:16][C:15](=[O:18])[C:14]([C:19]3[CH:20]=[CH:21][C:22]([O:25][CH2:26][CH2:27][N:28]4[CH2:29][CH2:30][CH2:31][CH2:32][CH2:33]4)=[CH:23][CH:24]=3)=[C:13]1[C:12]1[C:7](=[CH:8][C:9]([OH:34])=[CH:10][CH:11]=1)[CH2:6]2)[CH2:2][CH2:3][CH3:4], predict the reactants needed to synthesize it. The reactants are: [CH2:1]([C:5]12[CH2:17][CH2:16][C:15](=[O:18])[C:14]([C:19]3[CH:24]=[CH:23][C:22]([O:25][CH2:26][CH2:27][N:28]4[CH2:33][CH2:32][CH2:31][CH2:30][CH2:29]4)=[CH:21][CH:20]=3)=[C:13]1[C:12]1[C:7](=[CH:8][C:9]([O:34]C)=[CH:10][CH:11]=1)[CH2:6]2)[CH2:2][CH2:3][CH3:4].CCS.[Al+3].[Cl-].[Cl-].[Cl-].Cl.C([O-])(O)=O.[Na+]. (4) Given the product [CH2:1]([N:3]1[CH2:7][C:6](=[O:8])[N:5]([C@@H:9]2[CH2:13][CH2:12][N:11]([C:18]([C:17]3[CH:21]=[C:22]([CH:23]=[CH:24][C:16]=3[F:15])[CH:25]=[O:26])=[O:19])[CH2:10]2)[C:4]1=[O:14])[CH3:2], predict the reactants needed to synthesize it. The reactants are: [CH2:1]([N:3]1[CH2:7][C:6](=[O:8])[N:5]([C@@H:9]2[CH2:13][CH2:12][NH:11][CH2:10]2)[C:4]1=[O:14])[CH3:2].[F:15][C:16]1[CH:24]=[CH:23][C:22]([CH:25]=[O:26])=[CH:21][C:17]=1[C:18](O)=[O:19].F[P-](F)(F)(F)(F)F.N1(OC(N(C)C)=[N+](C)C)C2C=CC=CC=2N=N1.C(N(CC)C(C)C)(C)C. (5) Given the product [CH:33]([C:2]1[CH:15]=[CH:14][C:13]2[C:4](=[C:5]([O:16][C@H:17]3[CH2:21][N:20]([C:22]([O:24][C:25]([CH3:26])([CH3:28])[CH3:27])=[O:23])[C@H:19]([C:29]([O:31][CH3:32])=[O:30])[CH2:18]3)[N:6]=[C:7]3[C:12]=2[CH:11]=[CH:10][CH:9]=[CH:8]3)[CH:3]=1)=[CH2:34], predict the reactants needed to synthesize it. The reactants are: Br[C:2]1[CH:15]=[CH:14][C:13]2[C:4](=[C:5]([O:16][C@H:17]3[CH2:21][N:20]([C:22]([O:24][C:25]([CH3:28])([CH3:27])[CH3:26])=[O:23])[C@H:19]([C:29]([O:31][CH3:32])=[O:30])[CH2:18]3)[N:6]=[C:7]3[C:12]=2[CH:11]=[CH:10][CH:9]=[CH:8]3)[CH:3]=1.[CH:33]([Sn](CCCC)(CCCC)CCCC)=[CH2:34]. (6) Given the product [C:13]([O:16][C:17]([NH:19][C:20](=[N:8][OH:9])[CH2:21][NH2:22])=[O:18])([CH3:12])([CH3:14])[CH3:15], predict the reactants needed to synthesize it. The reactants are: C([O-])([O-])=O.[Na+].[Na+].Cl.[NH2:8][OH:9].NO.[CH3:12][C:13]([O:16][C:17]([NH:19][CH2:20][C:21]#[N:22])=[O:18])([CH3:15])[CH3:14].